This data is from NCI-60 drug combinations with 297,098 pairs across 59 cell lines. The task is: Regression. Given two drug SMILES strings and cell line genomic features, predict the synergy score measuring deviation from expected non-interaction effect. (1) Drug 1: CNC(=O)C1=CC=CC=C1SC2=CC3=C(C=C2)C(=NN3)C=CC4=CC=CC=N4. Drug 2: C1=CC=C(C=C1)NC(=O)CCCCCCC(=O)NO. Cell line: SF-268. Synergy scores: CSS=17.7, Synergy_ZIP=0.924, Synergy_Bliss=6.92, Synergy_Loewe=5.25, Synergy_HSA=5.34. (2) Drug 1: CNC(=O)C1=NC=CC(=C1)OC2=CC=C(C=C2)NC(=O)NC3=CC(=C(C=C3)Cl)C(F)(F)F. Drug 2: CC(C)(C#N)C1=CC(=CC(=C1)CN2C=NC=N2)C(C)(C)C#N. Cell line: OVCAR-5. Synergy scores: CSS=3.73, Synergy_ZIP=-4.92, Synergy_Bliss=-9.44, Synergy_Loewe=-7.15, Synergy_HSA=-6.53. (3) Drug 1: C1CC(C1)(C(=O)O)C(=O)O.[NH2-].[NH2-].[Pt+2]. Drug 2: CCC1(C2=C(COC1=O)C(=O)N3CC4=CC5=C(C=CC(=C5CN(C)C)O)N=C4C3=C2)O.Cl. Cell line: HOP-62. Synergy scores: CSS=68.0, Synergy_ZIP=1.27, Synergy_Bliss=3.87, Synergy_Loewe=2.78, Synergy_HSA=4.02. (4) Drug 1: CC1OCC2C(O1)C(C(C(O2)OC3C4COC(=O)C4C(C5=CC6=C(C=C35)OCO6)C7=CC(=C(C(=C7)OC)O)OC)O)O. Drug 2: C1=C(C(=O)NC(=O)N1)N(CCCl)CCCl. Cell line: HT29. Synergy scores: CSS=29.4, Synergy_ZIP=-9.24, Synergy_Bliss=-2.66, Synergy_Loewe=-1.74, Synergy_HSA=1.19.